From a dataset of Catalyst prediction with 721,799 reactions and 888 catalyst types from USPTO. Predict which catalyst facilitates the given reaction. (1) Reactant: Cl[C:2]1[C:11]2=[N:12][N:13](CC3C=CC(OC)=CC=3)[CH:14]=[C:10]2[C:9]2[CH:8]=[C:7]([O:24][CH3:25])[CH:6]=[CH:5][C:4]=2[N:3]=1.[NH2:26][C:27]1[CH:28]=[CH:29][C:30]([O:34][CH3:35])=[C:31]([OH:33])[CH:32]=1.Cl. Product: [CH3:35][O:34][C:30]1[CH:29]=[CH:28][C:27]([NH:26][C:2]2[C:11]3=[N:12][NH:13][CH:14]=[C:10]3[C:9]3[CH:8]=[C:7]([O:24][CH3:25])[CH:6]=[CH:5][C:4]=3[N:3]=2)=[CH:32][C:31]=1[OH:33]. The catalyst class is: 71. (2) Reactant: [Cl:1][C:2]1[C:7]([CH3:8])=[CH:6][N:5]=[C:4]([CH2:9]O)[C:3]=1[CH3:11].CN(C=O)C.S(Cl)([Cl:19])=O.C(O)C. Product: [Cl-:1].[Cl:1][C:2]1[C:7]([CH3:8])=[CH:6][NH+:5]=[C:4]([CH2:9][Cl:19])[C:3]=1[CH3:11]. The catalyst class is: 11. (3) Product: [CH3:25][C:7]1[C:6]([C:3]2[CH2:4][CH2:5][O:1][N:2]=2)=[C:11]([S:12]([CH3:15])(=[O:14])=[O:13])[CH:10]=[CH:9][C:8]=1[C:16]([C:18]1[CH:19]=[N:20][N:21]([CH3:24])[C:22]=1[O:23][C:36]([S:35][CH2:34][CH3:33])=[O:37])=[O:17]. Reactant: [O:1]1[CH2:5][CH2:4][C:3]([C:6]2[C:7]([CH3:25])=[C:8]([C:16]([C:18]3[CH:19]=[N:20][N:21]([CH3:24])[C:22]=3[OH:23])=[O:17])[CH:9]=[CH:10][C:11]=2[S:12]([CH3:15])(=[O:14])=[O:13])=[N:2]1.C(N(CC)CC)C.[CH3:33][CH2:34][S:35][C:36](Cl)=[O:37].C(OCC)(=O)C. The catalyst class is: 7. (4) Reactant: [CH3:1][CH:2]1[CH2:7][CH2:6][CH2:5][CH2:4][CH:3]1[NH2:8].[O:9]1[CH2:13][CH2:12][CH2:11][CH2:10]1.C([O-])(=[O:16])C.[Na+]. Product: [CH3:1][CH:2]1[CH2:7][CH2:6][CH2:5][CH2:4][CH:3]1[NH:8][C:10](=[O:9])[CH2:11][C:12](=[O:16])[CH3:13]. The catalyst class is: 6. (5) Reactant: [C:1]([N:8]1[C:16]2[C:11](=[CH:12][C:13]([CH2:20]Br)=[CH:14][C:15]=2[N+:17]([O-:19])=[O:18])[C:10]([Br:22])=[C:9]1[C:23]1[CH:28]=[CH:27][CH:26]=[CH:25][CH:24]=1)([O:3][C:4]([CH3:7])([CH3:6])[CH3:5])=[O:2].CCN(CC)CC.[O:36]=[S:37]1(=[O:43])[CH2:42][CH2:41][NH:40][CH2:39][CH2:38]1.[NH4+].[Cl-]. Product: [C:1]([N:8]1[C:16]2[C:11](=[CH:12][C:13]([CH2:20][N:40]3[CH2:41][CH2:42][S:37](=[O:43])(=[O:36])[CH2:38][CH2:39]3)=[CH:14][C:15]=2[N+:17]([O-:19])=[O:18])[C:10]([Br:22])=[C:9]1[C:23]1[CH:24]=[CH:25][CH:26]=[CH:27][CH:28]=1)([O:3][C:4]([CH3:5])([CH3:6])[CH3:7])=[O:2]. The catalyst class is: 2.